This data is from Experimentally validated miRNA-target interactions with 360,000+ pairs, plus equal number of negative samples. The task is: Binary Classification. Given a miRNA mature sequence and a target amino acid sequence, predict their likelihood of interaction. (1) The miRNA is hsa-miR-661 with sequence UGCCUGGGUCUCUGGCCUGCGCGU. The protein sequence of the target gene is MAEAEGVPTTPGPASGSTFRGRRDVSGSWERDQQVEAAQRALVEVLGPYEPLLSRVQAALVWERPARSALWCLGLNAAFWFFALTSLRLVFLLAFGLMIIVCIDQWKNKIWPEIKVPRPDALDNESWGFVHPRLLSVPELCHHVAEVWVSGTIFIRNVLLFKKQNPGKFCLLSCGILTFLAVLGRYVPGLLLSYLMLVTVMMWPLAVYHRLWDRAYVRLKPALQRLDFSVRGYMMSKQRERQLRRRALHPERAMDNHSDSEEELAAFCPQLDDSTVARELAITDSEHSDAEVSCTDNGTF.... Result: 1 (interaction). (2) The miRNA is hsa-miR-152-3p with sequence UCAGUGCAUGACAGAACUUGG. The protein sequence of the target gene is MNQVTIQWDAVIALYILFSWCHGGITNINCSGHIWVEPATIFKMGMNISIYCQAAIKNCQPRKLHFYKNGIKERFQITRINKTTARLWYKNFLEPHASMYCTAECPKHFQETLICGKDISSGYPPDIPDEVTCVIYEYSGNMTCTWNAGKLTYIDTKYVVHVKSLETEEEQQYLTSSYINISTDSLQGGKKYLVWVQAANALGMEESKQLQIHLDDIVIPSAAVISRAETINATVPKTIIYWDSQTTIEKVSCEMRYKATTNQTWNVKEFDTNFTYVQQSEFYLEPNIKYVFQVRCQETG.... Result: 1 (interaction).